This data is from Full USPTO retrosynthesis dataset with 1.9M reactions from patents (1976-2016). The task is: Predict the reactants needed to synthesize the given product. (1) Given the product [CH:1]1([N:4]([CH2:12][CH2:13][O:14][CH3:15])[C@H:5]2[CH2:10][CH2:9][C@H:8]([NH:11][C:17]3[CH:22]=[C:21]([C:23]4[N:28]=[C:27]([O:29][CH2:30][C:31]5([C:37]#[N:38])[CH2:32][CH2:33][O:34][CH2:35][CH2:36]5)[CH:26]=[N:25][CH:24]=4)[C:20]([F:39])=[CH:19][N:18]=3)[CH2:7][CH2:6]2)[CH2:3][CH2:2]1, predict the reactants needed to synthesize it. The reactants are: [CH:1]1([N:4]([CH2:12][CH2:13][O:14][CH3:15])[C@H:5]2[CH2:10][CH2:9][C@H:8]([NH2:11])[CH2:7][CH2:6]2)[CH2:3][CH2:2]1.F[C:17]1[CH:22]=[C:21]([C:23]2[N:28]=[C:27]([O:29][CH2:30][C:31]3([C:37]#[N:38])[CH2:36][CH2:35][O:34][CH2:33][CH2:32]3)[CH:26]=[N:25][CH:24]=2)[C:20]([F:39])=[CH:19][N:18]=1. (2) Given the product [S:22]1[C:15]2[C:20](=[CH:19][CH:18]=[CH:17][CH:16]=2)[CH:12]([NH:11][C:4]2[C:3]([CH2:1][CH3:2])=[N:8][CH:7]=[C:6]([CH2:9][CH3:10])[N:5]=2)[CH2:13][CH2:14]1, predict the reactants needed to synthesize it. The reactants are: [CH2:1]([C:3]1[C:4]([NH:11][C@@H:12]2[C:20]3[C:15](=[CH:16][CH:17]=[CH:18][CH:19]=3)[CH2:14][C@@H:13]2O)=[N:5][C:6]([CH2:9][CH3:10])=[CH:7][N:8]=1)[CH3:2].[S:22]1C2C(=CC=CC=2)C(N)CC1. (3) Given the product [OH:8][C:9]1[C:10](=[O:26])[CH:11]=[C:12]([CH2:15][NH:16][S:17]([C:20]2[CH:21]=[CH:22][CH:23]=[CH:24][CH:25]=2)(=[O:19])=[O:18])[O:13][CH:14]=1, predict the reactants needed to synthesize it. The reactants are: C([O:8][C:9]1[C:10](=[O:26])[CH:11]=[C:12]([CH2:15][NH:16][S:17]([C:20]2[CH:25]=[CH:24][CH:23]=[CH:22][CH:21]=2)(=[O:19])=[O:18])[O:13][CH:14]=1)C1C=CC=CC=1.S(=O)(=O)(O)O. (4) Given the product [Cl:27][C:28]1[C:36]([C:37]([F:39])([F:40])[F:38])=[CH:35][CH:34]=[CH:33][C:29]=1[C:30]([N:11]1[CH2:12][CH2:13][N:8]([C:5]2[CH:4]=[CH:3][C:2]([F:1])=[CH:7][CH:6]=2)[C:9](=[O:14])[CH2:10]1)=[O:31], predict the reactants needed to synthesize it. The reactants are: [F:1][C:2]1[CH:7]=[CH:6][C:5]([N:8]2[CH2:13][CH2:12][NH:11][CH2:10][C:9]2=[O:14])=[CH:4][CH:3]=1.Cl.CN(C)CCCN=C=NCC.[Cl:27][C:28]1[C:36]([C:37]([F:40])([F:39])[F:38])=[CH:35][CH:34]=[CH:33][C:29]=1[C:30](O)=[O:31].C(O)(=O)CC(CC(O)=O)(C(O)=O)O. (5) Given the product [CH3:47][O:48][C:49](=[O:55])[CH2:50][CH2:51][CH2:52][C:53]#[C:54][C:28]1[CH:29]=[CH:30][C:25]([C:3]([CH2:1][CH3:2])([C:6]2[CH:11]=[CH:10][C:9](/[CH:12]=[CH:13]/[C:14]([OH:23])([C:15]([F:18])([F:16])[F:17])[C:19]([F:21])([F:22])[F:20])=[C:8]([CH3:24])[CH:7]=2)[CH2:4][CH3:5])=[CH:26][C:27]=1[CH3:39], predict the reactants needed to synthesize it. The reactants are: [CH2:1]([C:3]([C:25]1[CH:30]=[CH:29][C:28](OS(C(F)(F)F)(=O)=O)=[C:27]([CH3:39])[CH:26]=1)([C:6]1[CH:11]=[CH:10][C:9](/[CH:12]=[CH:13]/[C:14]([OH:23])([C:19]([F:22])([F:21])[F:20])[C:15]([F:18])([F:17])[F:16])=[C:8]([CH3:24])[CH:7]=1)[CH2:4][CH3:5])[CH3:2].CCN(CC)CC.[CH3:47][O:48][C:49](=[O:55])[CH2:50][CH2:51][CH2:52][C:53]#[CH:54].C(OCC)(=O)C. (6) Given the product [F:19][C:20]([F:22])([F:21])[CH:7]([C:6]1[S:5][C:4]([C:9]2[CH:10]=[CH:11][C:12]([C:15]([F:18])([F:16])[F:17])=[CH:13][CH:14]=2)=[N:3][C:2]=1[CH3:1])[OH:8], predict the reactants needed to synthesize it. The reactants are: [CH3:1][C:2]1[N:3]=[C:4]([C:9]2[CH:14]=[CH:13][C:12]([C:15]([F:18])([F:17])[F:16])=[CH:11][CH:10]=2)[S:5][C:6]=1[CH:7]=[O:8].[F:19][C:20]([Si](C)(C)C)([F:22])[F:21].[F-].C([N+](CCCC)(CCCC)CCCC)CCC. (7) Given the product [OH:6][CH2:7][CH2:8][N:9]1[C:14](=[O:15])[C:13]([N:16]2[CH2:17][CH2:18][O:19][CH2:20][CH2:21]2)=[C:12]2[C:22](=[O:37])[N:23]([CH2:25][CH2:26][C:27]3[CH:36]=[CH:35][C:34]4[C:29](=[CH:30][CH:31]=[CH:32][CH:33]=4)[N:28]=3)[CH2:24][C:11]2=[CH:10]1, predict the reactants needed to synthesize it. The reactants are: B(Br)(Br)Br.C[O:6][CH2:7][CH2:8][N:9]1[C:14](=[O:15])[C:13]([N:16]2[CH2:21][CH2:20][O:19][CH2:18][CH2:17]2)=[C:12]2[C:22](=[O:37])[N:23]([CH2:25][CH2:26][C:27]3[CH:36]=[CH:35][C:34]4[C:29](=[CH:30][CH:31]=[CH:32][CH:33]=4)[N:28]=3)[CH2:24][C:11]2=[CH:10]1.C(OCC)C.O. (8) Given the product [Br:1][C:2]1[CH:10]=[CH:9][CH:8]=[C:7]2[C:3]=1[C:4]([C:16]#[N:15])=[CH:5][NH:6]2, predict the reactants needed to synthesize it. The reactants are: [Br:1][C:2]1[CH:10]=[CH:9][CH:8]=[C:7]2[C:3]=1[CH:4]=[CH:5][NH:6]2.ClS([N:15]=[C:16]=O)(=O)=O. (9) Given the product [NH2:31][C:29](=[O:30])[C:28]([C:8]1[C:7]2[C:11](=[C:12]3[CH2:18][CH2:17][CH2:16][CH2:15][C:13]3=[CH:14][C:6]=2[O:5][CH2:4][C:3]([OH:33])=[O:2])[N:10]([CH2:19][C:20]2[CH:25]=[CH:24][CH:23]=[CH:22][CH:21]=2)[C:9]=1[CH2:26][CH3:27])=[O:32], predict the reactants needed to synthesize it. The reactants are: C[O:2][C:3](=[O:33])[CH2:4][O:5][C:6]1[CH:14]=[C:13]2[CH2:15][CH2:16][CH2:17][CH2:18][C:12]2=[C:11]2[C:7]=1[C:8]([C:28](=[O:32])[C:29]([NH2:31])=[O:30])=[C:9]([CH2:26][CH3:27])[N:10]2[CH2:19][C:20]1[CH:25]=[CH:24][CH:23]=[CH:22][CH:21]=1.[OH-].[Li+].